From a dataset of Full USPTO retrosynthesis dataset with 1.9M reactions from patents (1976-2016). Predict the reactants needed to synthesize the given product. (1) Given the product [Br:1][C:2]1[N:3]=[C:4]([CH3:15])[N:5]=[C:6]([NH2:16])[C:7]=1[C:8]1[CH:13]=[CH:12][CH:11]=[CH:10][CH:9]=1, predict the reactants needed to synthesize it. The reactants are: [Br:1][C:2]1[C:7]([C:8]2[CH:13]=[CH:12][CH:11]=[CH:10][CH:9]=2)=[C:6](Br)[N:5]=[C:4]([CH3:15])[N:3]=1.[NH3:16]. (2) Given the product [Cl:8][C:7]1[N:6]=[CH:5][N:4]=[C:3]2[C:2]=1[N:1]=[CH:37][N:9]2[C@H:10]1[C@@H:14]2[O:15][C:16]([CH3:18])([CH3:19])[O:17][C@@H:13]2[C@@H:12]([CH2:20][N:21]([CH3:36])[CH2:22][CH2:23][CH2:24][N:25]2[C:26](=[O:35])[C:27]3[C:32](=[CH:31][CH:30]=[CH:29][CH:28]=3)[C:33]2=[O:34])[CH2:11]1, predict the reactants needed to synthesize it. The reactants are: [NH2:1][C:2]1[C:3]([NH:9][C@H:10]2[C@@H:14]3[O:15][C:16]([CH3:19])([CH3:18])[O:17][C@@H:13]3[C@@H:12]([CH2:20][N:21]([CH3:36])[CH2:22][CH2:23][CH2:24][N:25]3[C:33](=[O:34])[C:32]4[C:27](=[CH:28][CH:29]=[CH:30][CH:31]=4)[C:26]3=[O:35])[CH2:11]2)=[N:4][CH:5]=[N:6][C:7]=1[Cl:8].[CH:37]([O-])([O-])OCC. (3) Given the product [Cl:1][C:2]1[CH:3]=[C:4]([C:9](=[N:30][O:29][CH2:28][CH2:27][NH:26][C:25](=[O:31])[O:24][C:20]([CH3:22])([CH3:21])[CH3:23])[C:11]2[NH:19][C:14]3=[CH:15][N:16]=[CH:17][CH:18]=[C:13]3[CH:12]=2)[CH:5]=[CH:6][C:7]=1[Cl:8], predict the reactants needed to synthesize it. The reactants are: [Cl:1][C:2]1[CH:3]=[C:4]([C:9]([C:11]2[NH:19][C:14]3=[CH:15][N:16]=[CH:17][CH:18]=[C:13]3[CH:12]=2)=O)[CH:5]=[CH:6][C:7]=1[Cl:8].[C:20]([O:24][C:25](=[O:31])[NH:26][CH2:27][CH2:28][O:29][NH2:30])([CH3:23])([CH3:22])[CH3:21].Cl. (4) Given the product [CH2:1]([N:8]([CH2:20][C:21]1[CH:26]=[CH:25][CH:24]=[CH:23][CH:22]=1)[C:9]1[CH:10]=[C:11]([C:34]([OH:33])([CH3:30])[CH3:27])[CH:17]=[CH:18][CH:19]=1)[C:2]1[CH:7]=[CH:6][CH:5]=[CH:4][CH:3]=1, predict the reactants needed to synthesize it. The reactants are: [CH2:1]([N:8]([CH2:20][C:21]1[CH:26]=[CH:25][CH:24]=[CH:23][CH:22]=1)[C:9]1[CH:10]=[C:11]([CH:17]=[CH:18][CH:19]=1)C(OCC)=O)[C:2]1[CH:7]=[CH:6][CH:5]=[CH:4][CH:3]=1.[CH3:27][Mg+].[Br-].[CH2:30]1[CH2:34][O:33]CC1.